This data is from Reaction yield outcomes from USPTO patents with 853,638 reactions. The task is: Predict the reaction yield, written as a fraction of the theoretical maximum amount of product (1.0 means a 100% yield; for example, 0.34 means a 34% yield). (1) The reactants are [OH-].[Na+].[CH3:3][C:4]1[CH:5]=[C:6]2[C:10](=[CH:11][CH:12]=1)[NH:9][CH:8]=[CH:7]2.[Br:13][C:14]1[CH:19]=[CH:18][CH:17]=[CH:16][C:15]=1[C:20]1[CH:25]=[CH:24][C:23]([CH2:26]OS(C)(=O)=O)=[CH:22][CH:21]=1. The catalyst is O.C1(C)C=CC=CC=1. The product is [Br:13][C:14]1[CH:19]=[CH:18][CH:17]=[CH:16][C:15]=1[C:20]1[CH:21]=[CH:22][C:23]([CH2:26][N:9]2[C:10]3[C:6](=[CH:5][C:4]([CH3:3])=[CH:12][CH:11]=3)[CH:7]=[CH:8]2)=[CH:24][CH:25]=1. The yield is 0.550. (2) The reactants are [OH:1][CH2:2][C:3]1[CH:10]=[CH:9][C:6]([C:7]#[N:8])=[CH:5][CH:4]=1.C(N(CC)C(C)C)(C)C.[CH2:20](Cl)[O:21][CH3:22].[NH4+].[OH-].O. The catalyst is C1COCC1. The product is [CH3:20][O:21][CH2:22][O:1][CH2:2][C:3]1[CH:10]=[CH:9][C:6]([C:7]#[N:8])=[CH:5][CH:4]=1. The yield is 0.390. (3) The reactants are Cl.[NH2:2][C:3]1[N:8]=[CH:7][C:6](/[CH:9]=[CH:10]/[C:11]([OH:13])=O)=[C:5]([CH3:14])[CH:4]=1.CCN(CC)CC.[CH3:22][N:23]1[C:31]2[C:26](=[CH:27][CH:28]=[CH:29][CH:30]=2)[CH:25]=[C:24]1[CH2:32][NH:33][CH3:34].C1C=CC2N(O)N=NC=2C=1.O.C1CCC(N=C=NC2CCCCC2)CC1. The catalyst is CN(C=O)C.C(Cl)Cl. The product is [NH2:2][C:3]1[N:8]=[CH:7][C:6](/[CH:9]=[CH:10]/[C:11]([N:33]([CH3:34])[CH2:32][C:24]2[N:23]([CH3:22])[C:31]3[C:26]([CH:25]=2)=[CH:27][CH:28]=[CH:29][CH:30]=3)=[O:13])=[C:5]([CH3:14])[CH:4]=1. The yield is 0.740. (4) The reactants are [F:1][C:2]1[CH:33]=[C:32]([F:34])[CH:31]=[CH:30][C:3]=1[O:4][C:5]1[CH:6]=[C:7]2[C:11](=[CH:12][C:13]=1[C:14]([NH:16][C@@H:17]([CH2:21]CN(C)C)[C:18](O)=[O:19])=[O:15])[N:10]([CH2:26][CH:27]([CH3:29])[CH3:28])[N:9]=[CH:8]2.[CH3:35][NH:36][CH3:37].C[CH2:39][N:40]=[C:41]=NCCCN(C)C.[CH:49]1C=CC2N(O)N=NC=2C=1.CCN(C(C)C)C(C)C. The catalyst is ClCCl. The product is [CH3:35][N:36]([CH3:49])[CH2:37][CH2:21][C@H:17]([NH:16][C:14]([C:13]1[CH:12]=[C:11]2[C:7]([CH:8]=[N:9][N:10]2[CH2:26][CH:27]([CH3:28])[CH3:29])=[CH:6][C:5]=1[O:4][C:3]1[CH:30]=[CH:31][C:32]([F:34])=[CH:33][C:2]=1[F:1])=[O:15])[C:18](=[O:19])[N:40]([CH3:41])[CH3:39]. The yield is 0.860. (5) The reactants are C([N:8]1[CH2:12][C@H:11]([C:13]2[CH:18]=[CH:17][C:16]([Cl:19])=[C:15]([Cl:20])[CH:14]=2)[C@@H:10]([C@@H:21]([O:31][C:32]2[CH:37]=[CH:36][C:35]([Cl:38])=[CH:34][N:33]=2)[CH2:22][O:23][Si:24]([C:27]([CH3:30])([CH3:29])[CH3:28])([CH3:26])[CH3:25])[CH2:9]1)C1C=CC=CC=1.ClC(OC(Cl)C)=O.CCN(C(C)C)C(C)C. The catalyst is C1(C)C=CC=CC=1. The product is [C:27]([Si:24]([CH3:26])([CH3:25])[O:23][CH2:22][C@@H:21]([C@@H:10]1[C@@H:11]([C:13]2[CH:18]=[CH:17][C:16]([Cl:19])=[C:15]([Cl:20])[CH:14]=2)[CH2:12][NH:8][CH2:9]1)[O:31][C:32]1[CH:37]=[CH:36][C:35]([Cl:38])=[CH:34][N:33]=1)([CH3:30])([CH3:29])[CH3:28]. The yield is 0.830.